Predict the reactants needed to synthesize the given product. From a dataset of Retrosynthesis with 50K atom-mapped reactions and 10 reaction types from USPTO. Given the product N=C(N)Nc1ncnc(Cl)c1[N+](=O)[O-], predict the reactants needed to synthesize it. The reactants are: N=C(N)N.O=[N+]([O-])c1c(Cl)ncnc1Cl.